From a dataset of Full USPTO retrosynthesis dataset with 1.9M reactions from patents (1976-2016). Predict the reactants needed to synthesize the given product. (1) Given the product [Br-:20].[CH3:27][O:26][C:24]([C:23]1[CH:28]=[CH:29][CH:30]=[CH:31][C:22]=1[CH2:21][P+:7]([C:1]1[CH:2]=[CH:3][CH:4]=[CH:5][CH:6]=1)([C:8]1[CH:13]=[CH:12][CH:11]=[CH:10][CH:9]=1)[C:14]1[CH:15]=[CH:16][CH:17]=[CH:18][CH:19]=1)=[O:25], predict the reactants needed to synthesize it. The reactants are: [C:1]1([P:7]([C:14]2[CH:19]=[CH:18][CH:17]=[CH:16][CH:15]=2)[C:8]2[CH:13]=[CH:12][CH:11]=[CH:10][CH:9]=2)[CH:6]=[CH:5][CH:4]=[CH:3][CH:2]=1.[Br:20][CH2:21][C:22]1[CH:31]=[CH:30][CH:29]=[CH:28][C:23]=1[C:24]([O:26][CH3:27])=[O:25].C(OCC)C. (2) Given the product [F:1][C:2]1[C:10]([NH:11][S:12]([CH2:15][CH2:16][CH3:17])(=[O:14])=[O:13])=[CH:9][CH:8]=[C:7]([F:18])[C:3]=1[C:4]([NH:37][C:38]1[CH:39]=[N:40][C:41]2[C:46]([CH:47]=1)=[CH:45][CH:44]=[CH:43][CH:42]=2)=[O:6], predict the reactants needed to synthesize it. The reactants are: [F:1][C:2]1[C:10]([NH:11][S:12]([CH2:15][CH2:16][CH3:17])(=[O:14])=[O:13])=[CH:9][CH:8]=[C:7]([F:18])[C:3]=1[C:4]([OH:6])=O.CN(C)C=O.C(Cl)(=O)C(Cl)=O.C(N(CC)CC)C.[NH2:37][C:38]1[CH:39]=[N:40][C:41]2[C:46]([CH:47]=1)=[CH:45][CH:44]=[CH:43][CH:42]=2. (3) The reactants are: C[O:2][C:3](=[O:34])[C@H:4]([CH2:30][CH2:31][S:32][CH3:33])[NH:5][C:6](=[O:29])[C:7]1[CH:12]=[CH:11][C:10]([CH:13]=[CH:14][C:15]2[CH:16]=[N:17][CH:18]=[CH:19][C:20]=2Cl)=[CH:9][C:8]=1[C:22]1[CH:27]=[CH:26][CH:25]=[CH:24][C:23]=1[CH3:28].[H-].[Na+:36].[F:37][C:38]1[CH:39]=[C:40]([CH:43]=[C:44]([F:46])[CH:45]=1)[CH2:41][OH:42]. Given the product [Na+:36].[F:37][C:38]1[CH:39]=[C:40]([CH:43]=[C:44]([F:46])[CH:45]=1)[CH2:41][O:42][C:20]1[CH:19]=[CH:18][N:17]=[CH:16][C:15]=1[CH:14]=[CH:13][C:10]1[CH:11]=[CH:12][C:7]([C:6]([NH:5][C@H:4]([C:3]([O-:34])=[O:2])[CH2:30][CH2:31][S:32][CH3:33])=[O:29])=[C:8]([C:22]2[CH:27]=[CH:26][CH:25]=[CH:24][C:23]=2[CH3:28])[CH:9]=1, predict the reactants needed to synthesize it. (4) Given the product [O:1]1[C:5]2[CH:6]=[CH:7][C:8]([C:10]3[S:11][CH:12]=[C:13]([C:15]([NH:30][C:28]4[S:29][C:25]([N:22]5[CH2:23][CH2:24][N:19]([CH3:18])[CH2:20][CH2:21]5)=[N:26][N:27]=4)=[O:17])[N:14]=3)=[CH:9][C:4]=2[CH2:3][CH2:2]1, predict the reactants needed to synthesize it. The reactants are: [O:1]1[C:5]2[CH:6]=[CH:7][C:8]([C:10]3[S:11][CH:12]=[C:13]([C:15]([OH:17])=O)[N:14]=3)=[CH:9][C:4]=2[CH2:3][CH2:2]1.[CH3:18][N:19]1[CH2:24][CH2:23][N:22]([C:25]2[S:29][C:28]([NH2:30])=[N:27][N:26]=2)[CH2:21][CH2:20]1.CN(C(ON1N=NC2C=CC=CC1=2)=[N+](C)C)C.F[P-](F)(F)(F)(F)F.